From a dataset of Catalyst prediction with 721,799 reactions and 888 catalyst types from USPTO. Predict which catalyst facilitates the given reaction. (1) Reactant: [NH2:1][C:2]1[CH:3]=[C:4]2[C:8](=[C:9]([F:11])[CH:10]=1)[N:7]([CH2:12][CH2:13][CH3:14])[C:6](=[O:15])[CH2:5]2.[CH3:16][O:17][C:18]([C@@H:20]1[O:22][CH2:21]1)=[O:19].FC(F)(F)S([O-])(=O)=O.[Li+]. Product: [CH3:16][O:17][C:18](=[O:19])[C@H:20]([OH:22])[CH2:21][NH:1][C:2]1[CH:3]=[C:4]2[C:8](=[C:9]([F:11])[CH:10]=1)[N:7]([CH2:12][CH2:13][CH3:14])[C:6](=[O:15])[CH2:5]2. The catalyst class is: 115. (2) Reactant: F[C:2]1[CH:7]=[CH:6][CH:5]=[CH:4][C:3]=1[N+:8]([O-:10])=[O:9].CCN(C(C)C)C(C)C.[NH2:20][CH:21]1[CH2:26][CH2:25][N:24]([C:27]([O:29][C:30]([CH3:33])([CH3:32])[CH3:31])=[O:28])[CH2:23][CH2:22]1. Product: [N+:8]([C:3]1[CH:4]=[CH:5][CH:6]=[CH:7][C:2]=1[NH:20][CH:21]1[CH2:22][CH2:23][N:24]([C:27]([O:29][C:30]([CH3:33])([CH3:32])[CH3:31])=[O:28])[CH2:25][CH2:26]1)([O-:10])=[O:9]. The catalyst class is: 10.